This data is from Reaction yield outcomes from USPTO patents with 853,638 reactions. The task is: Predict the reaction yield, written as a fraction of the theoretical maximum amount of product (1.0 means a 100% yield; for example, 0.34 means a 34% yield). (1) The reactants are [Br:1][C:2]1[CH:3]=[C:4]([O:16][CH3:17])[C:5]2[N:6]([N:8]=[CH:9][C:10]=2C(OCC)=O)[CH:7]=1.Br.[OH-].[Na+]. The catalyst is C(OCC)(=O)C. The product is [Br:1][C:2]1[CH:3]=[C:4]([O:16][CH3:17])[C:5]2[N:6]([N:8]=[CH:9][CH:10]=2)[CH:7]=1. The yield is 0.600. (2) The reactants are [Br:1][C:2]1[CH:3]=[C:4]([C:9]([C:13]2[CH:18]=[CH:17][C:16](OC)=[CH:15][CH:14]=2)=[CH:10]OC)[C:5]([NH2:8])=[N:6][CH:7]=1.Cl(O)(=O)(=O)=O.[O:26]1CCOC[CH2:27]1. No catalyst specified. The product is [Br:1][C:2]1[CH:3]=[C:4]2[C:9]([C:13]3[CH:14]=[CH:15][CH:16]=[CH:17][C:18]=3[O:26][CH3:27])=[CH:10][NH:8][C:5]2=[N:6][CH:7]=1. The yield is 0.820. (3) The product is [CH3:10][O:11][C:12]1[CH:19]=[CH:18][C:15]([CH2:16][N:4]2[C:3](=[O:8])[C:2]([CH3:9])([CH3:1])[NH:6][C:5]2=[O:7])=[CH:14][CH:13]=1. The yield is 0.930. The catalyst is O.C(OCC)(=O)C. The reactants are [CH3:1][C:2]1([CH3:9])[NH:6][C:5](=[O:7])[NH:4][C:3]1=[O:8].[CH3:10][O:11][C:12]1[CH:19]=[CH:18][C:15]([CH2:16]Cl)=[CH:14][CH:13]=1.C(=O)([O-])[O-].[K+].[K+].C(#N)C. (4) The reactants are [N:1]1([CH2:6][C:7]([C:9]2[CH:14]=[CH:13][C:12]([C:15]([F:18])([F:17])[F:16])=[CH:11][N:10]=2)=[O:8])[CH:5]=[CH:4][CH:3]=[CH:2]1.[Cl:19][C:20]([Cl:25])([Cl:24])[C:21](Cl)=[O:22]. The catalyst is C(Cl)Cl. The product is [Cl:19][C:20]([Cl:25])([Cl:24])[C:21]([C:2]1[N:1]([CH2:6][C:7](=[O:8])[C:9]2[CH:14]=[CH:13][C:12]([C:15]([F:18])([F:16])[F:17])=[CH:11][N:10]=2)[CH:5]=[CH:4][CH:3]=1)=[O:22]. The yield is 0.750.